From a dataset of Full USPTO retrosynthesis dataset with 1.9M reactions from patents (1976-2016). Predict the reactants needed to synthesize the given product. (1) Given the product [NH2:33][C@@H:34]1[CH2:39][CH2:38][CH2:37][N:36]([C:3]2[C:2]([O:45][CH3:41])=[CH:7][N:6]=[C:5]3[NH:8][CH:9]=[C:10]([NH:11][C:12]([C:14]4[CH:15]=[N:16][N:17]([CH2:19][C:20]5[CH:25]=[CH:24][N:23]=[CH:22][CH:21]=5)[CH:18]=4)=[O:13])[C:4]=23)[CH2:35]1, predict the reactants needed to synthesize it. The reactants are: Cl[C:2]1[C:3](F)=[C:4]2[C:10]([NH:11][C:12]([C:14]3[CH:15]=[N:16][N:17]([CH2:19][C:20]4[CH:25]=[CH:24][N:23]=[CH:22][CH:21]=4)[CH:18]=3)=[O:13])=[CH:9][NH:8][C:5]2=[N:6][CH:7]=1.C(OC(=O)[NH:33][C@@H:34]1[CH2:39][CH2:38][CH2:37][NH:36][CH2:35]1)(C)(C)C.[CH2:41]([OH:45])CCC. (2) Given the product [F:32][C:29]([F:30])([F:31])[C:20]1[CH:21]=[C:22]([C:25]([F:26])([F:28])[F:27])[CH:23]=[CH:24][C:19]=1[CH2:18][NH:17][C:12]1[NH:11][C:15](=[CH:33][C:35]2[N:36]=[C:37]3[C:42](=[CH:43][CH:44]=2)[N:41]=[CH:40][C:39]([C:45]#[N:46])=[C:38]3[O:47][CH:48]([CH3:50])[CH3:49])[C:14](=[O:16])[N:13]=1, predict the reactants needed to synthesize it. The reactants are: C(OC([N:11]1[CH2:15][C:14](=[O:16])[N:13]=[C:12]1[NH:17][CH2:18][C:19]1[CH:24]=[CH:23][C:22]([C:25]([F:28])([F:27])[F:26])=[CH:21][C:20]=1[C:29]([F:32])([F:31])[F:30])=O)C1C=CC=CC=1.[CH:33]([C:35]1[N:36]=[C:37]2[C:42](=[CH:43][CH:44]=1)[N:41]=[CH:40][C:39]([C:45]#[N:46])=[C:38]2[O:47][CH:48]([CH3:50])[CH3:49])=O.N1CCCCC1. (3) Given the product [CH3:1][O:2][C:3]1[CH:8]=[CH:7][C:6]([CH2:9][N:10]([CH3:11])[S:13]([C:16]2[CH:17]=[CH:18][C:19]([C:20]([OH:22])=[O:21])=[CH:24][CH:25]=2)(=[O:15])=[O:14])=[CH:5][CH:4]=1, predict the reactants needed to synthesize it. The reactants are: [CH3:1][O:2][C:3]1[CH:8]=[CH:7][C:6]([CH2:9][NH:10][CH3:11])=[CH:5][CH:4]=1.Cl[S:13]([C:16]1[CH:25]=[CH:24][C:19]([C:20]([O:22]C)=[O:21])=[CH:18][CH:17]=1)(=[O:15])=[O:14]. (4) Given the product [N:16]1([C:12]2[C:11]3[C:6](=[CH:7][CH:8]=[C:9]([N+:13]([O-:15])=[O:14])[CH:10]=3)[NH:5][N:4]=2)[CH:20]=[CH:19][N:18]=[CH:17]1, predict the reactants needed to synthesize it. The reactants are: [N+]([N:4]1[CH:12]=[C:11]2[C:6]([CH:7]=[CH:8][C:9]([N+:13]([O-:15])=[O:14])=[CH:10]2)=[N:5]1)([O-])=O.[NH:16]1[CH:20]=[CH:19][N:18]=[CH:17]1. (5) Given the product [CH:17]([C@H:20]1[CH2:24][O:23][C:22](=[O:25])[N:21]1[C:26]1[CH:31]=[CH:30][N:29]=[C:28]([NH:32][C@H:33]([C:34]2[O:35][C:4]([C:11]3[CH:16]=[CH:15][CH:14]=[CH:13][CH:12]=3)=[N:37][N:36]=2)[CH3:38])[N:27]=1)([CH3:19])[CH3:18], predict the reactants needed to synthesize it. The reactants are: C(O[C:4]([C:11]1[CH:16]=[CH:15][CH:14]=[CH:13][CH:12]=1)(OCC)OCC)C.[CH:17]([C@H:20]1[CH2:24][O:23][C:22](=[O:25])[N:21]1[C:26]1[CH:31]=[CH:30][N:29]=[C:28]([NH:32][C@@H:33]([CH3:38])[C:34]([NH:36][NH2:37])=[O:35])[N:27]=1)([CH3:19])[CH3:18].C(OCC)(=O)C. (6) Given the product [N+:2]([C:5]1[C:14]2[C:9](=[CH:10][CH:11]=[CH:12][CH:13]=2)[CH:8]=[CH:7][N:6]=1)([O-:4])=[O:3], predict the reactants needed to synthesize it. The reactants are: Br.[N+:2]([CH:5]1[C:14]2[C:9](=[CH:10][CH:11]=[CH:12][CH:13]=2)[CH:8]=[CH:7][NH:6]1)([O-:4])=[O:3].